From a dataset of NCI-60 drug combinations with 297,098 pairs across 59 cell lines. Regression. Given two drug SMILES strings and cell line genomic features, predict the synergy score measuring deviation from expected non-interaction effect. Drug 1: CC1CCC2CC(C(=CC=CC=CC(CC(C(=O)C(C(C(=CC(C(=O)CC(OC(=O)C3CCCCN3C(=O)C(=O)C1(O2)O)C(C)CC4CCC(C(C4)OC)O)C)C)O)OC)C)C)C)OC. Drug 2: C1CN(CCN1C(=O)CCBr)C(=O)CCBr. Cell line: K-562. Synergy scores: CSS=30.5, Synergy_ZIP=-6.79, Synergy_Bliss=-4.61, Synergy_Loewe=-18.9, Synergy_HSA=-7.10.